The task is: Regression/Classification. Given a drug SMILES string, predict its absorption, distribution, metabolism, or excretion properties. Task type varies by dataset: regression for continuous measurements (e.g., permeability, clearance, half-life) or binary classification for categorical outcomes (e.g., BBB penetration, CYP inhibition). Dataset: cyp3a4_veith.. This data is from CYP3A4 inhibition data for predicting drug metabolism from PubChem BioAssay. The result is 0 (non-inhibitor). The compound is Cc1ccnc(NS(=O)(=O)c2ccc(NC(=O)C3CCCNC3=O)cc2)n1.